From a dataset of Full USPTO retrosynthesis dataset with 1.9M reactions from patents (1976-2016). Predict the reactants needed to synthesize the given product. (1) Given the product [CH3:1][C:2]([O:5][C:6]([NH:8][C@H:9]([C:21]([NH:22][CH3:23])=[S:26])[CH2:10][C:11]([O:13][CH2:14][C:15]1[CH:20]=[CH:19][CH:18]=[CH:17][CH:16]=1)=[O:12])=[O:7])([CH3:4])[CH3:3], predict the reactants needed to synthesize it. The reactants are: [CH3:1][C:2]([O:5][C:6]([NH:8][C@H:9]([C:21](=O)[NH:22][CH3:23])[CH2:10][C:11]([O:13][CH2:14][C:15]1[CH:20]=[CH:19][CH:18]=[CH:17][CH:16]=1)=[O:12])=[O:7])([CH3:4])[CH3:3].P12(SP3(SP(SP(S3)(S1)=S)(=S)S2)=S)=[S:26].C([O-])(O)=O.[Na+]. (2) The reactants are: [Br:1][C:2]1[CH:3]=[CH:4][C:5]2[NH:13][CH2:12][CH2:11][CH2:10][CH2:9][C:8]([C:14]([O:16][CH3:17])=[O:15])=[CH:7][C:6]=2[CH:18]=1.[CH:19](=O)[CH2:20][CH3:21].O. Given the product [Br:1][C:2]1[CH:3]=[CH:4][C:5]2[N:13]([CH2:19][CH2:20][CH3:21])[CH2:12][CH2:11][CH2:10][CH2:9][C:8]([C:14]([O:16][CH3:17])=[O:15])=[CH:7][C:6]=2[CH:18]=1, predict the reactants needed to synthesize it.